Dataset: Forward reaction prediction with 1.9M reactions from USPTO patents (1976-2016). Task: Predict the product of the given reaction. (1) The product is: [CH3:16][N:1]1[C:9]2[CH:8]=[CH:7][CH:6]=[C:5]([C:10]([O:12][CH3:13])=[O:11])[C:4]=2[CH:3]=[CH:2]1. Given the reactants [NH:1]1[C:9]2[CH:8]=[CH:7][CH:6]=[C:5]([C:10]([O:12][CH3:13])=[O:11])[C:4]=2[CH:3]=[CH:2]1.[H-].[Na+].[CH3:16]I, predict the reaction product. (2) Given the reactants [F:1][C:2]([F:20])([F:19])[C:3]1[CH:4]=[CH:5][C:6]([O:9][C:10]2[CH:15]=[CH:14][C:13]([CH2:16][CH2:17][NH2:18])=[CH:12][CH:11]=2)=[N:7][CH:8]=1.[CH3:21][C:22]1[N:27]=[CH:26][C:25]([CH2:28][C:29]2[C:30](=[O:37])[N:31]=[C:32](SC)[NH:33][CH:34]=2)=[CH:24][N:23]=1, predict the reaction product. The product is: [CH3:21][C:22]1[N:23]=[CH:24][C:25]([CH2:28][C:29]2[C:30](=[O:37])[N:31]=[C:32]([NH:18][CH2:17][CH2:16][C:13]3[CH:14]=[CH:15][C:10]([O:9][C:6]4[CH:5]=[CH:4][C:3]([C:2]([F:19])([F:1])[F:20])=[CH:8][N:7]=4)=[CH:11][CH:12]=3)[NH:33][CH:34]=2)=[CH:26][N:27]=1. (3) Given the reactants [H-].[Na+].[F:3][C:4]1[C:5]([CH2:16][N:17]([CH3:25])[C:18](=[O:24])[O:19][C:20]([CH3:23])([CH3:22])[CH3:21])=[CH:6][NH:7][C:8]=1[C:9]1[C:10]([F:15])=[N:11][CH:12]=[CH:13][CH:14]=1.C1OCCOCCOCCOCCOC1.[Cl:41][C:42]1[CH:43]=[C:44]([S:48](Cl)(=[O:50])=[O:49])[CH:45]=[N:46][CH:47]=1, predict the reaction product. The product is: [Cl:41][C:42]1[CH:43]=[C:44]([S:48]([N:7]2[C:8]([C:9]3[C:10]([F:15])=[N:11][CH:12]=[CH:13][CH:14]=3)=[C:4]([F:3])[C:5]([CH2:16][N:17]([CH3:25])[C:18](=[O:24])[O:19][C:20]([CH3:21])([CH3:22])[CH3:23])=[CH:6]2)(=[O:50])=[O:49])[CH:45]=[N:46][CH:47]=1. (4) Given the reactants Br[C:2]1[C:3]([O:16][CH2:17][CH:18]([Cl:20])Cl)=[C:4]2[C:9](=[CH:10][CH:11]=1)[N:8]([C:12](=[O:14])[CH3:13])[C@@H:7]([CH3:15])[CH2:6][CH2:5]2.[CH:21]1([N:24]2[CH:28]=[C:27](B3OC(C)(C)C(C)(C)O3)[CH:26]=[N:25]2)[CH2:23][CH2:22]1.C(=O)([O-])[O-].[K+].[K+].O1CCOCC1, predict the reaction product. The product is: [Cl:20]/[CH:18]=[CH:17]/[O:16][C:3]1[C:2]([C:27]2[CH:26]=[N:25][N:24]([CH:21]3[CH2:23][CH2:22]3)[CH:28]=2)=[CH:11][CH:10]=[C:9]2[C:4]=1[CH2:5][CH2:6][C@H:7]([CH3:15])[N:8]2[C:12](=[O:14])[CH3:13]. (5) Given the reactants [CH3:1][N:2]([CH3:15])[C:3]1[CH:10]=[CH:9][C:6]([C:7]#[N:8])=[CH:5][C:4]=1[C:11]([F:14])([F:13])[F:12].[H-].[Al+3].[Li+].[H-].[H-].[H-].O.[OH-].[Na+], predict the reaction product. The product is: [NH2:8][CH2:7][C:6]1[CH:9]=[CH:10][C:3]([N:2]([CH3:1])[CH3:15])=[C:4]([C:11]([F:12])([F:13])[F:14])[CH:5]=1. (6) Given the reactants O[CH2:2][C:3]1[N:4]=[CH:5][N:6]([CH2:9][CH2:10][CH3:11])[C:7]=1[CH3:8].S(Cl)([Cl:14])=O, predict the reaction product. The product is: [ClH:14].[Cl:14][CH2:2][C:3]1[N:4]=[CH:5][N:6]([CH2:9][CH2:10][CH3:11])[C:7]=1[CH3:8].